Dataset: Reaction yield outcomes from USPTO patents with 853,638 reactions. Task: Predict the reaction yield, written as a fraction of the theoretical maximum amount of product (1.0 means a 100% yield; for example, 0.34 means a 34% yield). (1) The reactants are C[Si]([C:5]#[C:6][C:7]1[NH:11][C:10]([C@@H:12]2[CH2:16][CH2:15][CH2:14][N:13]2[C:17]([O:19][C:20]([CH3:23])([CH3:22])[CH3:21])=[O:18])=[N:9][CH:8]=1)(C)C.C(=O)([O-])[O-].[K+].[K+]. The catalyst is CO. The product is [C:6]([C:7]1[NH:11][C:10]([C@@H:12]2[CH2:16][CH2:15][CH2:14][N:13]2[C:17]([O:19][C:20]([CH3:23])([CH3:22])[CH3:21])=[O:18])=[N:9][CH:8]=1)#[CH:5]. The yield is 0.820. (2) The reactants are Br[C:2]1[CH:3]=[C:4]([NH:10][C:11]2[CH:16]=[CH:15][C:14]([CH:17]3[CH2:22][CH2:21][N:20]([CH3:23])[CH2:19][CH2:18]3)=[CH:13][N:12]=2)[C:5](=[O:9])[N:6]([CH3:8])[CH:7]=1.[C:24]([O:27][CH2:28][C:29]1[C:30]([N:38]2[CH2:49][CH2:48][N:47]3[C:40](=[CH:41][C:42]4[CH2:43][C:44]([CH3:51])([CH3:50])[CH2:45][C:46]=43)[C:39]2=[O:52])=[N:31][CH:32]=[CH:33][C:34]=1B(O)O)(=[O:26])[CH3:25].[O-]P([O-])([O-])=O.[K+].[K+].[K+].O.O.O.C([O-])(=O)C.[Na+]. The catalyst is C1C=CC(P(C2C=CC=CC=2)[C-]2C=CC=C2)=CC=1.C1C=CC(P(C2C=CC=CC=2)[C-]2C=CC=C2)=CC=1.Cl[Pd]Cl.[Fe+2].C(#N)C.O. The product is [C:24]([O:27][CH2:28][C:29]1[C:30]([N:38]2[CH2:49][CH2:48][N:47]3[C:40](=[CH:41][C:42]4[CH2:43][C:44]([CH3:51])([CH3:50])[CH2:45][C:46]=43)[C:39]2=[O:52])=[N:31][CH:32]=[CH:33][C:34]=1[C:2]1[CH:3]=[C:4]([NH:10][C:11]2[CH:16]=[CH:15][C:14]([CH:17]3[CH2:22][CH2:21][N:20]([CH3:23])[CH2:19][CH2:18]3)=[CH:13][N:12]=2)[C:5](=[O:9])[N:6]([CH3:8])[CH:7]=1)(=[O:26])[CH3:25]. The yield is 0.380.